Dataset: Full USPTO retrosynthesis dataset with 1.9M reactions from patents (1976-2016). Task: Predict the reactants needed to synthesize the given product. Given the product [C:21]1(=[C:8]([C:9]2[CH:14]=[CH:13][C:12]([C:15]#[C:16][CH2:37][CH2:35][CH2:36][OH:45])=[CH:11][CH:10]=2)[C:5]2[CH:6]=[CH:7][C:2]([OH:1])=[CH:3][CH:4]=2)[CH2:22][CH2:23][CH2:24][CH2:28][CH2:25][CH2:26]1, predict the reactants needed to synthesize it. The reactants are: [OH:1][C:2]1[CH:7]=[CH:6][C:5]([C:8](=[C:21]2[CH2:26][C:25]([CH3:28])(C)[CH2:24][C:23](C)(C)[CH2:22]2)[C:9]2[CH:14]=[CH:13][C:12]([CH2:15][CH2:16]C(OC)=O)=[CH:11][CH:10]=2)=[CH:4][CH:3]=1.C(N(CC)[CH:35]([CH3:37])[CH3:36])(C)C.C([OH:45])CCC#C.[NH4+].[Cl-].